Dataset: Forward reaction prediction with 1.9M reactions from USPTO patents (1976-2016). Task: Predict the product of the given reaction. (1) Given the reactants [CH3:1][N:2]1[CH2:7][CH2:6][N:5]([C:8]2[CH:9]=[CH:10][C:11]([NH2:14])=[N:12][CH:13]=2)[CH2:4][CH2:3]1.Br[C:16]1[C:17](=[O:24])[N:18]([CH3:23])[CH:19]=[C:20]([Br:22])[CH:21]=1.C([O-])([O-])=O.[Cs+].[Cs+].CC1(C)C2C(=C(P(C3C=CC=CC=3)C3C=CC=CC=3)C=CC=2)OC2C(P(C3C=CC=CC=3)C3C=CC=CC=3)=CC=CC1=2, predict the reaction product. The product is: [Br:22][C:20]1[CH:21]=[C:16]([NH:14][C:11]2[CH:10]=[CH:9][C:8]([N:5]3[CH2:6][CH2:7][N:2]([CH3:1])[CH2:3][CH2:4]3)=[CH:13][N:12]=2)[C:17](=[O:24])[N:18]([CH3:23])[CH:19]=1. (2) Given the reactants [Br:1][C:2]1[CH:7]=[CH:6][C:5]([O:8][CH3:9])=[CH:4][C:3]=1[CH2:10][OH:11].[CH:12]([O:14][CH2:15][CH3:16])=[CH2:13].C1(C)C=CC(S([O-])(=O)=O)=CC=1.[NH+]1C=CC=CC=1.C(=O)(O)[O-].[Na+], predict the reaction product. The product is: [Br:1][C:2]1[CH:7]=[CH:6][C:5]([O:8][CH3:9])=[CH:4][C:3]=1[CH2:10][O:11][CH:12]([O:14][CH2:15][CH3:16])[CH3:13]. (3) Given the reactants [F:1][C:2]1[CH:7]=[CH:6][C:5]([N:8]2[C:12]([C:13]3[CH:18]=[CH:17][C:16]([S:19]([CH3:22])(=[O:21])=[O:20])=[CH:15][CH:14]=3)=[CH:11][C:10]([CH2:23][CH2:24][NH2:25])=[C:9]2[CH3:26])=[CH:4][CH:3]=1.[C:27](Cl)(=[O:34])[C:28]1[CH:33]=[CH:32][CH:31]=[CH:30][CH:29]=1, predict the reaction product. The product is: [F:1][C:2]1[CH:3]=[CH:4][C:5]([N:8]2[C:12]([C:13]3[CH:18]=[CH:17][C:16]([S:19]([CH3:22])(=[O:20])=[O:21])=[CH:15][CH:14]=3)=[CH:11][C:10]([CH2:23][CH2:24][NH:25][C:27](=[O:34])[C:28]3[CH:33]=[CH:32][CH:31]=[CH:30][CH:29]=3)=[C:9]2[CH3:26])=[CH:6][CH:7]=1. (4) Given the reactants [CH2:1]([O:8][C:9]1[CH:18]=[CH:17][C:16](Br)=[C:15]2[C:10]=1[CH:11]=[CH:12][N:13]=[CH:14]2)[C:2]1[CH:7]=[CH:6][CH:5]=[CH:4][CH:3]=1.[CH3:20][N:21]1[CH2:26][CH2:25][NH:24][CH2:23][CH2:22]1, predict the reaction product. The product is: [CH2:1]([O:8][C:9]1[CH:18]=[CH:17][C:16]([N:24]2[CH2:25][CH2:26][N:21]([CH3:20])[CH2:22][CH2:23]2)=[C:15]2[C:10]=1[CH:11]=[CH:12][N:13]=[CH:14]2)[C:2]1[CH:7]=[CH:6][CH:5]=[CH:4][CH:3]=1.